This data is from Full USPTO retrosynthesis dataset with 1.9M reactions from patents (1976-2016). The task is: Predict the reactants needed to synthesize the given product. (1) Given the product [Br:12][C:7]1[CH:8]=[N:9][CH:10]=[C:11]([I:1])[C:6]=1[NH2:5], predict the reactants needed to synthesize it. The reactants are: [I-:1].[K+].II.[NH2:5][C:6]1[CH:11]=[CH:10][N:9]=[CH:8][C:7]=1[Br:12].C(=O)([O-])[O-].[Na+].[Na+]. (2) Given the product [OH:48][CH2:47][C:15]([CH2:14][OH:13])([CH2:27][OH:2])[CH2:16][N:17]1[CH:25]=[N:24][C:23]2[C:18]1=[N:19][CH:20]=[N:21][C:22]=2[NH2:26], predict the reactants needed to synthesize it. The reactants are: C(O)(C(F)(F)F)=[O:2].C1COCC1.[OH:13][CH2:14][C:15]([CH2:47][OH:48])([CH2:27]CO[Si](C(C)(C)C)(C1C=CC=CC=1)C1C=CC=CC=1)[CH2:16][N:17]1[CH:25]=[N:24][C:23]2[C:18]1=[N:19][CH:20]=[N:21][C:22]=2[NH2:26].O. (3) Given the product [CH3:8][C:7]1[C:2]([C:15]([C@@H:16]2[CH2:30][CH2:29][C:28](=[O:31])[N:17]2[CH2:18][CH2:19][NH:20][C:21](=[O:22])[O:23][C:24]([CH3:26])([CH3:25])[CH3:27])=[O:14])=[N:3][CH:4]=[CH:5][CH:6]=1, predict the reactants needed to synthesize it. The reactants are: Br[C:2]1[C:7]([CH3:8])=[CH:6][CH:5]=[CH:4][N:3]=1.[Li]CCCC.[O:14]=[C:15]1[N:20]([C:21]([O:23][C:24]([CH3:27])([CH3:26])[CH3:25])=[O:22])[CH2:19][CH2:18][N:17]2[C:28](=[O:31])[CH2:29][CH2:30][C@@H:16]12. (4) Given the product [BrH:1].[NH2:16][C:14](=[NH:13])[S:15][CH2:2][C:3]1[CH:12]=[CH:11][CH:10]=[CH:9][C:4]=1[C:5]([O:7][CH3:8])=[O:6], predict the reactants needed to synthesize it. The reactants are: [Br:1][CH2:2][C:3]1[CH:12]=[CH:11][CH:10]=[CH:9][C:4]=1[C:5]([O:7][CH3:8])=[O:6].[NH2:13][C:14]([NH2:16])=[S:15]. (5) The reactants are: [N+:1]([O-:4])([O-])=[O:2].[K+].[F:6][CH:7]([F:22])[C:8]1([C:15]2[CH:20]=[CH:19][CH:18]=[CH:17][C:16]=2[F:21])[CH2:13][O:12][CH2:11][C:10]([NH2:14])=[N:9]1.CC(OC)(C)C.[OH-].[Na+]. Given the product [F:22][CH:7]([F:6])[C:8]1([C:15]2[CH:20]=[C:19]([N+:1]([O-:4])=[O:2])[CH:18]=[CH:17][C:16]=2[F:21])[CH2:13][O:12][CH2:11][C:10]([NH2:14])=[N:9]1, predict the reactants needed to synthesize it. (6) Given the product [Cl:22][C:12]1[C:11]2[C:16](=[CH:17][C:18]([F:19])=[C:9]([OH:8])[CH:10]=2)[N:15]=[CH:14][C:13]=1[C:20]#[N:21], predict the reactants needed to synthesize it. The reactants are: C([O:8][C:9]1[CH:10]=[C:11]2[C:16](=[CH:17][C:18]=1[F:19])[N:15]=[CH:14][C:13]([C:20]#[N:21])=[C:12]2[Cl:22])C1C=CC=CC=1.C1(SC)C=CC=CC=1. (7) Given the product [Cl:30][C:27]1[CH:28]=[CH:29][C:24]([O:23][C:20]2[CH:19]=[CH:18][C:17]([C:8]3[C:7](=[CH2:6])[C:11]4([CH2:16][CH2:15][CH2:14][CH2:13][CH2:12]4)[O:10][N:9]=3)=[CH:22][CH:21]=2)=[CH:25][CH:26]=1, predict the reactants needed to synthesize it. The reactants are: CS(O[CH2:6][CH:7]1[C:11]2([CH2:16][CH2:15][CH2:14][CH2:13][CH2:12]2)[O:10][N:9]=[C:8]1[C:17]1[CH:22]=[CH:21][C:20]([O:23][C:24]2[CH:29]=[CH:28][C:27]([Cl:30])=[CH:26][CH:25]=2)=[CH:19][CH:18]=1)(=O)=O.C([O-])([O-])=O.[Cs+].[Cs+].